From a dataset of Full USPTO retrosynthesis dataset with 1.9M reactions from patents (1976-2016). Predict the reactants needed to synthesize the given product. Given the product [C:1]([O:5][C:6]([N:8]1[C@@H:16]2[C@@H:11]([CH2:12][CH2:13][CH2:14][CH2:15]2)[CH2:10][C@H:9]1[C:17]1[NH:20][C:22](=[O:21])[O:19][N:18]=1)=[O:7])([CH3:4])([CH3:2])[CH3:3], predict the reactants needed to synthesize it. The reactants are: [C:1]([O:5][C:6]([N:8]1[C@@H:16]2[C@@H:11]([CH2:12][CH2:13][CH2:14][CH2:15]2)[CH2:10][C@H:9]1[C:17](=[NH:20])[NH:18][OH:19])=[O:7])([CH3:4])([CH3:3])[CH3:2].[O:21]1CCC[CH2:22]1.